Dataset: Reaction yield outcomes from USPTO patents with 853,638 reactions. Task: Predict the reaction yield, written as a fraction of the theoretical maximum amount of product (1.0 means a 100% yield; for example, 0.34 means a 34% yield). The reactants are [Br:1][C:2]1[CH:3]=[C:4]2[C:11]3([C:15](=O)[NH:14][C:13](=[S:17])[NH:12]3)[CH2:10][CH:9]([C:18]3[CH:23]=[CH:22][CH:21]=[CH:20][CH:19]=3)[O:8][C:5]2=[CH:6][CH:7]=1.Br[CH2:25][CH2:26][CH:27]1[CH2:29][CH2:28]1.[C:30]([O-:33])([O-])=O.[K+].[K+]. The catalyst is CC#N. The product is [Br:1][C:2]1[CH:3]=[C:4]2[C:11]3([C:30](=[O:33])[N:14]([CH2:15][CH2:26][CH:27]4[CH2:29][CH2:28]4)[C:13]([S:17][CH2:25][CH2:26][CH:27]4[CH2:29][CH2:28]4)=[N:12]3)[CH2:10][CH:9]([C:18]3[CH:23]=[CH:22][CH:21]=[CH:20][CH:19]=3)[O:8][C:5]2=[CH:6][CH:7]=1. The yield is 0.110.